From a dataset of Forward reaction prediction with 1.9M reactions from USPTO patents (1976-2016). Predict the product of the given reaction. (1) Given the reactants [CH2:1]([C:4]([C:26]1[CH:34]=[CH:33][C:29]([C:30]([OH:32])=O)=[CH:28][CH:27]=1)([CH2:8][O:9][C:10]1[CH:15]=[CH:14][C:13]([C:16]2[CH:21]=[CH:20][C:19]([C:22]([F:25])([F:24])[F:23])=[CH:18][CH:17]=2)=[CH:12][CH:11]=1)[CH2:5][CH:6]=[CH2:7])[CH:2]=[CH2:3].Cl.[NH2:36][CH2:37][CH2:38][C:39]([OH:41])=[O:40].O.ON1C2C=CC=C[C:47]=2N=N1.C(N(CC)C(C)C)(C)C.Cl.CN(C)CCCN=C=NCC, predict the reaction product. The product is: [CH3:47][O:40][C:39](=[O:41])[CH2:38][CH2:37][NH:36][C:30](=[O:32])[C:29]1[CH:33]=[CH:34][C:26]([C:4]([CH2:5][CH:6]=[CH2:7])([CH2:8][O:9][C:10]2[CH:11]=[CH:12][C:13]([C:16]3[CH:17]=[CH:18][C:19]([C:22]([F:23])([F:24])[F:25])=[CH:20][CH:21]=3)=[CH:14][CH:15]=2)[CH2:1][CH:2]=[CH2:3])=[CH:27][CH:28]=1. (2) Given the reactants Cl[CH2:2][CH2:3][CH2:4][O:5][C:6]1[CH:11]=[CH:10][C:9]([C:12]2[S:13][C:14]3[CH2:20][CH2:19][CH:18]([NH:21][C:22](=[O:31])[O:23][CH2:24][C:25]4[CH:30]=[CH:29][CH:28]=[CH:27][CH:26]=4)[CH2:17][C:15]=3[N:16]=2)=[CH:8][CH:7]=1.[CH3:32][CH:33]1[CH2:37][CH2:36][CH2:35][NH:34]1, predict the reaction product. The product is: [CH3:32][CH:33]1[CH2:37][CH2:36][CH2:35][N:34]1[CH2:2][CH2:3][CH2:4][O:5][C:6]1[CH:11]=[CH:10][C:9]([C:12]2[S:13][C:14]3[CH2:20][CH2:19][CH:18]([NH:21][C:22](=[O:31])[O:23][CH2:24][C:25]4[CH:30]=[CH:29][CH:28]=[CH:27][CH:26]=4)[CH2:17][C:15]=3[N:16]=2)=[CH:8][CH:7]=1. (3) Given the reactants Br[C:2]1[CH:7]=[CH:6][C:5]([C:8]2[CH:9]=[C:10]3[C:19](=[C:20]4[C:25]=2[CH:24]=[CH:23][CH:22]=[CH:21]4)[C:18]2[CH:26]=[CH:27][CH:28]=[CH:29][C:17]=2[C:16]2[C:11]3=CC=CC=2)=[CH:4][CH:3]=1.CCOCC.[CH3:41][CH2:42][CH2:43][CH2:44]CC.[CH2:41]([Li])[CH2:42][CH2:43][CH3:44].Cl.[B:47](OC(C)C)([O:52]C(C)C)[O:48]C(C)C, predict the reaction product. The product is: [CH:41]1[C:18]2[C:19]3[C:10]([C:11]4[C:27]([C:26]=2[CH:44]=[CH:43][CH:42]=1)=[CH:28][CH:29]=[CH:17][CH:16]=4)=[CH:9][C:8]([C:25]1[CH:20]=[CH:21][C:22]([B:47]([OH:52])[OH:48])=[CH:23][CH:24]=1)=[C:5]1[C:6]=3[CH:7]=[CH:2][CH:3]=[CH:4]1. (4) The product is: [CH2:1]([S:3][C:4]1[C:5]([C:10]2[O:11][C:14]3[C:13]([N:12]=2)=[CH:18][C:17]([S:19]([C:21]([F:24])([F:22])[F:23])=[O:20])=[CH:16][N:15]=3)=[N:6][CH:7]=[CH:8][CH:9]=1)[CH3:2]. Given the reactants [CH2:1]([S:3][C:4]1[C:5]([C:10]([NH:12][C:13]2[C:14](O)=[N:15][CH:16]=[C:17]([S:19]([C:21]([F:24])([F:23])[F:22])=[O:20])[CH:18]=2)=[O:11])=[N:6][CH:7]=[CH:8][CH:9]=1)[CH3:2].COCCOC(/N=N/C(OCCOC)=O)=O.C1(P(C2C=CC=CC=2)C2C=CC=CC=2)C=CC=CC=1, predict the reaction product. (5) The product is: [C:1]([C:5]1[N:6]=[C:7]([N:22]2[CH2:27][CH2:26][S:53][CH2:24][CH2:23]2)[C:8]2[N:13]=[N:12][N:11]([CH2:14][C:15]3[CH:20]=[CH:19][CH:18]=[CH:17][C:16]=3[Cl:21])[C:9]=2[N:10]=1)([CH3:4])([CH3:3])[CH3:2]. Given the reactants [C:1]([C:5]1[N:6]=[C:7]([N:22]2[CH2:27][CH2:26]O[CH2:24][CH2:23]2)[C:8]2[N:13]=[N:12][N:11]([CH2:14][C:15]3[CH:20]=[CH:19][CH:18]=[CH:17][C:16]=3[Cl:21])[C:9]=2[N:10]=1)([CH3:4])([CH3:3])[CH3:2].C(C1N=C(Cl)C2N=NN(CC3C=CC=CC=3Cl)C=2N=1)(C)(C)C.N1CC[S:53]CC1, predict the reaction product. (6) Given the reactants [Cl:1][C:2]1[N:6]=[CH:5][NH:4][N:3]=1.Cl[C:8]1[CH:13]=[CH:12][C:11]([N+:14]([O-:16])=[O:15])=[CH:10][C:9]=1[O:17]C.[OH-].[K+].CS(C)=O, predict the reaction product. The product is: [Cl:1][C:2]1[N:6]=[CH:5][N:4]([C:8]2[CH:13]=[CH:12][C:11]([N+:14]([O-:16])=[O:15])=[CH:10][C:9]=2[OH:17])[N:3]=1.